This data is from Retrosynthesis with 50K atom-mapped reactions and 10 reaction types from USPTO. The task is: Predict the reactants needed to synthesize the given product. (1) Given the product O=C(CCCN1CCC(n2c(=O)[nH]c3ccccc32)CC1)c1ccc(F)cc1, predict the reactants needed to synthesize it. The reactants are: O=c1[nH]c2ccccc2n1C1CCN(CCCC(O)c2ccc(F)cc2)CC1. (2) Given the product COCCOc1ccn2c(-c3ccc4cccc(N5CCC(C)(NC(=O)OCc6ccccc6)CC5)c4n3)cnc2c1, predict the reactants needed to synthesize it. The reactants are: CC1(NC(=O)OCc2ccccc2)CCNCC1.COCCOc1ccn2c(-c3ccc4cccc(OS(=O)(=O)C(F)(F)F)c4n3)cnc2c1. (3) The reactants are: CC(C)(C)OC(=O)N1CCN(c2ncnc(-c3ccsc3)n2)CC1. Given the product c1nc(-c2ccsc2)nc(N2CCNCC2)n1, predict the reactants needed to synthesize it. (4) Given the product Cn1cc(B2OC(C)(C)C(C)(C)O2)cc1C(=O)OCc1ccccc1, predict the reactants needed to synthesize it. The reactants are: CC1(C)OB(c2c[nH]c(C(=O)OCc3ccccc3)c2)OC1(C)C.CI. (5) Given the product CCOC(=O)c1ccc(NC2CCCCCCC2)c([N+](=O)[O-])c1, predict the reactants needed to synthesize it. The reactants are: CCOC(=O)c1ccc(Cl)c([N+](=O)[O-])c1.NC1CCCCCCC1. (6) Given the product OCCCOc1ccc(OCC=C(Cl)Cl)cc1, predict the reactants needed to synthesize it. The reactants are: OCCCBr.Oc1ccc(OCC=C(Cl)Cl)cc1.